Dataset: Forward reaction prediction with 1.9M reactions from USPTO patents (1976-2016). Task: Predict the product of the given reaction. (1) Given the reactants [CH2:1]([C:11]1[C:18]2[S:17][C:16]3[C:19]([CH2:27][CH2:28][CH2:29][CH2:30][CH2:31][CH2:32][CH2:33][CH2:34][CH2:35][CH3:36])=[C:20]([C:22]([O:24]CC)=[O:23])[S:21][C:15]=3[C:14]=2[S:13][C:12]=1[C:37]([O:39]CC)=[O:38])[CH2:2][CH2:3][CH2:4][CH2:5][CH2:6][CH2:7][CH2:8][CH2:9][CH3:10].[Li+].[OH-].C1COCC1, predict the reaction product. The product is: [CH2:27]([C:19]1[C:16]2[S:17][C:18]3[C:11]([CH2:1][CH2:2][CH2:3][CH2:4][CH2:5][CH2:6][CH2:7][CH2:8][CH2:9][CH3:10])=[C:12]([C:37]([OH:39])=[O:38])[S:13][C:14]=3[C:15]=2[S:21][C:20]=1[C:22]([OH:24])=[O:23])[CH2:28][CH2:29][CH2:30][CH2:31][CH2:32][CH2:33][CH2:34][CH2:35][CH3:36]. (2) Given the reactants Br[CH2:2][CH2:3][CH2:4][N:5]1[CH:9]=[C:8]([N+:10]([O-:12])=[O:11])[CH:7]=[N:6]1.[NH:13]1[CH2:18][CH2:17][CH2:16][CH:15]([OH:19])[CH2:14]1.C([O-])([O-])=O.[Cs+].[Cs+], predict the reaction product. The product is: [N+:10]([C:8]1[CH:7]=[N:6][N:5]([CH2:4][CH2:3][CH2:2][N:13]2[CH2:18][CH2:17][CH2:16][CH:15]([OH:19])[CH2:14]2)[CH:9]=1)([O-:12])=[O:11]. (3) Given the reactants C1(C(=O)CC(OCC)=O)CCCCC1.CC(C)(C)C(=O)C[C:19]([O:21][CH2:22][C:23]1[CH:28]=[CH:27][CH:26]=[CH:25][CH:24]=1)=[O:20].[Br:32][CH2:33][C:34]1[O:35]C(=O)OC=1C(C)(C)C, predict the reaction product. The product is: [Br:32][CH2:33][C:34]1[O:35][C:19](=[O:20])[O:21][C:22]=1[CH:23]1[CH2:24][CH2:25][CH2:26][CH2:27][CH2:28]1. (4) Given the reactants [N+:1]([C:4]1[CH:8]=[CH:7][N:6]([CH2:9][CH2:10][CH2:11][CH2:12][CH2:13][CH3:14])[N:5]=1)([O-])=O.CO.[H][H], predict the reaction product. The product is: [CH2:9]([N:6]1[CH:7]=[CH:8][C:4]([NH2:1])=[N:5]1)[CH2:10][CH2:11][CH2:12][CH2:13][CH3:14]. (5) Given the reactants [NH2:1][C:2]1[CH:31]=[CH:30][C:5]([CH2:6][C:7]2[NH:15][C:14]3[C:13](=[O:16])[N:12]([CH2:17][C:18]4[CH:23]=[CH:22][CH:21]=[CH:20][C:19]=4[F:24])[C:11](=[O:25])[N:10]([CH2:26][CH2:27][CH2:28][CH3:29])[C:9]=3[N:8]=2)=[CH:4][CH:3]=1.[Cl:32][C:33]1[CH:38]=[CH:37][CH:36]=[C:35]([Cl:39])[C:34]=1[S:40](Cl)(=[O:42])=[O:41], predict the reaction product. The product is: [CH2:26]([N:10]1[C:9]2[N:8]=[C:7]([CH2:6][C:5]3[CH:4]=[CH:3][C:2]([NH:1][S:40]([C:34]4[C:35]([Cl:39])=[CH:36][CH:37]=[CH:38][C:33]=4[Cl:32])(=[O:42])=[O:41])=[CH:31][CH:30]=3)[NH:15][C:14]=2[C:13](=[O:16])[N:12]([CH2:17][C:18]2[CH:23]=[CH:22][CH:21]=[CH:20][C:19]=2[F:24])[C:11]1=[O:25])[CH2:27][CH2:28][CH3:29]. (6) Given the reactants Br[C:2]1[CH:3]=[CH:4][C:5]2[O:9][C:8]([CH:10]3[CH2:15][CH2:14][N:13]([C:16]([O:18][C:19]([CH3:22])([CH3:21])[CH3:20])=[O:17])[CH2:12][CH2:11]3)=[N:7][C:6]=2[CH:23]=1.[F:24][C:25]([F:36])([F:35])[C:26]1[CH:31]=[CH:30][C:29](B(O)O)=[CH:28][CH:27]=1, predict the reaction product. The product is: [F:24][C:25]([F:36])([F:35])[C:26]1[CH:31]=[CH:30][C:29]([C:2]2[CH:3]=[CH:4][C:5]3[O:9][C:8]([CH:10]4[CH2:11][CH2:12][N:13]([C:16]([O:18][C:19]([CH3:20])([CH3:21])[CH3:22])=[O:17])[CH2:14][CH2:15]4)=[N:7][C:6]=3[CH:23]=2)=[CH:28][CH:27]=1. (7) Given the reactants [S:1]1[CH:5]=[C:4]([CH2:6][C@H:7]([NH:26]C(OC(C)(C)C)=O)[C:8]([NH:10][CH:11]([C:19](=[O:25])[NH:20][CH2:21][CH2:22][O:23][CH3:24])[CH2:12][C:13]2[CH:18]=[CH:17][CH:16]=[CH:15][CH:14]=2)=[O:9])[C:3]2[CH:34]=[CH:35][CH:36]=[CH:37][C:2]1=2.[Cl-], predict the reaction product. The product is: [NH2:26][C@@H:7]([CH2:6][C:4]1[C:3]2[CH:34]=[CH:35][CH:36]=[CH:37][C:2]=2[S:1][CH:5]=1)[C:8]([NH:10][CH:11]([C:19](=[O:25])[NH:20][CH2:21][CH2:22][O:23][CH3:24])[CH2:12][C:13]1[CH:14]=[CH:15][CH:16]=[CH:17][CH:18]=1)=[O:9]. (8) Given the reactants [NH2:1][CH2:2][CH2:3][N:4]1[CH2:9][CH2:8][NH:7][CH2:6][CH2:5]1.Cl[CH2:11][CH2:12][N:13]([CH2:36][CH2:37]Cl)[C:14]1[CH:34]=[C:33]([Cl:35])[C:17]2[O:18][C:19]3[C:28]([CH3:29])=[CH:27][C:26]([C:30]([OH:32])=[O:31])=[CH:25][C:20]=3[S:21](=[O:24])(=[O:23])[CH2:22][C:16]=2[CH:15]=1.[CH3:39]O, predict the reaction product. The product is: [CH3:39][O:32][C:30]([C:26]1[CH:27]=[C:28]([CH3:29])[C:19]2[O:18][C:17]3[C:33]([Cl:35])=[CH:34][C:14]([N:13]4[CH2:12][CH2:11][N:1]([CH2:2][CH2:3][N:4]5[CH2:9][CH2:8][NH:7][CH2:6][CH2:5]5)[CH2:37][CH2:36]4)=[CH:15][C:16]=3[CH2:22][S:21](=[O:23])(=[O:24])[C:20]=2[CH:25]=1)=[O:31]. (9) The product is: [NH:41]1[C:49]2[C:44](=[CH:45][CH:46]=[CH:47][CH:48]=2)[C:43]([C:50](=[O:52])[CH2:51][C:32]2([OH:39])[C:33]3[C:38](=[CH:37][CH:36]=[CH:35][CH:34]=3)[N:30]([CH2:25][CH2:26][CH:27]([CH3:29])[CH3:28])[C:31]2=[O:40])=[CH:42]1. Given the reactants C(N1C2C(=CC=CC=2)C(O)(CC(=O)C2C=CC=CN=2)C1=O)CCC.[CH2:25]([N:30]1[C:38]2[C:33](=[CH:34][CH:35]=[CH:36][CH:37]=2)[C:32](=[O:39])[C:31]1=[O:40])[CH2:26][CH:27]([CH3:29])[CH3:28].[NH:41]1[C:49]2[C:44](=[CH:45][CH:46]=[CH:47][CH:48]=2)[C:43]([C:50](=[O:52])[CH3:51])=[CH:42]1, predict the reaction product.